This data is from Catalyst prediction with 721,799 reactions and 888 catalyst types from USPTO. The task is: Predict which catalyst facilitates the given reaction. Reactant: [F:1][C:2]1[CH:3]=[C:4]([NH2:19])[CH:5]=[CH:6][C:7]=1[CH:8]1[CH2:13][CH2:12][S:11](=[O:15])(=[O:14])[N:10]([CH2:16][CH:17]=[CH2:18])[CH2:9]1.Cl[C:21]([O:23][CH2:24][C:25]1[CH:30]=[CH:29][CH:28]=[CH:27][CH:26]=1)=[O:22].C(=O)(O)[O-].[Na+]. Product: [F:1][C:2]1[CH:3]=[C:4]([NH:19][C:21](=[O:22])[O:23][CH2:24][C:25]2[CH:30]=[CH:29][CH:28]=[CH:27][CH:26]=2)[CH:5]=[CH:6][C:7]=1[CH:8]1[CH2:13][CH2:12][S:11](=[O:15])(=[O:14])[N:10]([CH2:16][CH:17]=[CH2:18])[CH2:9]1. The catalyst class is: 20.